This data is from Reaction yield outcomes from USPTO patents with 853,638 reactions. The task is: Predict the reaction yield, written as a fraction of the theoretical maximum amount of product (1.0 means a 100% yield; for example, 0.34 means a 34% yield). (1) The reactants are [NH:1]1[C:6]2([CH2:11][CH2:10][NH:9][CH2:8][CH2:7]2)[CH2:5][CH2:4][CH2:3][C:2]1=[O:12].Cl[C:14]1[CH:23]=[N:22][C:21]2[C:16](=[CH:17][CH:18]=[CH:19][CH:20]=2)[N:15]=1.C([O-])([O-])=O.[K+].[K+]. The catalyst is CN(C=O)C. The product is [N:15]1[C:16]2[C:21](=[CH:20][CH:19]=[CH:18][CH:17]=2)[N:22]=[CH:23][C:14]=1[N:9]1[CH2:10][CH2:11][C:6]2([NH:1][C:2](=[O:12])[CH2:3][CH2:4][CH2:5]2)[CH2:7][CH2:8]1. The yield is 0.710. (2) The reactants are [Br:1][C:2]1[CH:3]=[C:4]([CH2:8][CH2:9][CH2:10][CH2:11][CH2:12]O)[CH:5]=[CH:6][CH:7]=1.C(N(S(F)(F)[F:20])CC)C.O. The catalyst is C(Cl)Cl. The product is [Br:1][C:2]1[CH:7]=[CH:6][CH:5]=[C:4]([CH2:8][CH2:9][CH2:10][CH2:11][CH2:12][F:20])[CH:3]=1. The yield is 0.630. (3) The reactants are C([N:8]([CH3:31])[C:9]1([C:12]2[CH:17]=[CH:16][C:15]([C:18]#[C:19][C:20]3[CH:30]=[CH:29][C:23]([C:24]([O:26]CC)=[O:25])=[CH:22][CH:21]=3)=[CH:14][CH:13]=2)[CH2:11][CH2:10]1)C1C=CC=CC=1.[OH-].[Na+]. The catalyst is C(O)C.O1CCCC1. The product is [CH2:9]([CH2:31][NH:8][C:9]1([C:12]2[CH:13]=[CH:14][C:15]([C:18]#[C:19][C:20]3[CH:21]=[CH:22][C:23]([C:24]([OH:26])=[O:25])=[CH:29][CH:30]=3)=[CH:16][CH:17]=2)[CH2:11][CH2:10]1)[C:12]1[CH:17]=[CH:16][CH:15]=[CH:14][CH:13]=1. The yield is 0.750. (4) The reactants are [C:1]([O:5][C:6]([NH:8][CH2:9][C:10]1[C:11]([CH2:27][CH:28]([CH3:30])[CH3:29])=[N:12][C:13]([CH3:26])=[C:14]([C:18]=1[C:19]1[CH:24]=[CH:23][C:22]([CH3:25])=[CH:21][CH:20]=1)[C:15]([OH:17])=[O:16])=[O:7])([CH3:4])([CH3:3])[CH3:2].Cl[CH:32]1[CH2:36][O:35][C:34](=[O:37])[O:33]1.C(=O)([O-])[O-].[K+].[K+]. The catalyst is CN(C)C=O.C(OCC)(=O)C. The product is [C:1]([O:5][C:6]([NH:8][CH2:9][C:10]1[C:11]([CH2:27][CH:28]([CH3:30])[CH3:29])=[N:12][C:13]([CH3:26])=[C:14]([C:18]=1[C:19]1[CH:24]=[CH:23][C:22]([CH3:25])=[CH:21][CH:20]=1)[C:15]([O:17][CH:32]1[CH2:36][O:35][C:34](=[O:37])[O:33]1)=[O:16])=[O:7])([CH3:4])([CH3:3])[CH3:2]. The yield is 0.830. (5) The reactants are [Br:1][C:2]1[C:3]([N:16]2[CH2:21][CH2:20][CH2:19][C@@H:18]([NH:22]C(=O)OC(C)(C)C)[CH2:17]2)=[C:4]2[C:10]([NH:11][C:12](=[O:15])[CH2:13][OH:14])=[CH:9][NH:8][C:5]2=[N:6][CH:7]=1.C(O)(C(F)(F)F)=O.C(Cl)[Cl:38]. No catalyst specified. The product is [ClH:38].[NH2:22][C@@H:18]1[CH2:19][CH2:20][CH2:21][N:16]([C:3]2[C:2]([Br:1])=[CH:7][N:6]=[C:5]3[NH:8][CH:9]=[C:10]([NH:11][C:12](=[O:15])[CH2:13][OH:14])[C:4]=23)[CH2:17]1. The yield is 0.220.